This data is from NCI-60 drug combinations with 297,098 pairs across 59 cell lines. The task is: Regression. Given two drug SMILES strings and cell line genomic features, predict the synergy score measuring deviation from expected non-interaction effect. (1) Drug 1: CC(C)CN1C=NC2=C1C3=CC=CC=C3N=C2N. Drug 2: C(CCl)NC(=O)N(CCCl)N=O. Cell line: LOX IMVI. Synergy scores: CSS=9.46, Synergy_ZIP=-1.52, Synergy_Bliss=3.96, Synergy_Loewe=2.51, Synergy_HSA=2.32. (2) Cell line: SK-MEL-5. Drug 2: CC1C(C(CC(O1)OC2CC(CC3=C2C(=C4C(=C3O)C(=O)C5=C(C4=O)C(=CC=C5)OC)O)(C(=O)CO)O)N)O.Cl. Drug 1: C1C(C(OC1N2C=C(C(=O)NC2=O)F)CO)O. Synergy scores: CSS=51.3, Synergy_ZIP=-3.53, Synergy_Bliss=-1.89, Synergy_Loewe=-0.785, Synergy_HSA=0.543.